This data is from Forward reaction prediction with 1.9M reactions from USPTO patents (1976-2016). The task is: Predict the product of the given reaction. (1) Given the reactants [F:1][C:2]([F:14])([F:13])[S:3][C:4]1[CH:12]=[CH:11][C:7]([C:8]([OH:10])=O)=[CH:6][CH:5]=1.[NH:15]1[C:23]2[C:18](=[CH:19][CH:20]=[C:21]([CH2:24][NH2:25])[CH:22]=2)[CH:17]=[CH:16]1.N=C=N, predict the reaction product. The product is: [NH:15]1[C:23]2[C:18](=[CH:19][CH:20]=[C:21]([CH2:24][NH:25][C:8](=[O:10])[C:7]3[CH:6]=[CH:5][C:4]([S:3][C:2]([F:1])([F:14])[F:13])=[CH:12][CH:11]=3)[CH:22]=2)[CH:17]=[CH:16]1. (2) Given the reactants C([C:3]1[C:11]2[C:6](=[N:7][C:8]([Cl:12])=[CH:9][CH:10]=2)[N:5]([CH2:13][CH3:14])[N:4]=1)C.ClCC1[CH:22]=[CH:21][C:20]([O:23][CH3:24])=[CH:19][CH:18]=1.C(=O)([O-])[O-].[K+].[K+], predict the reaction product. The product is: [Cl:12][C:8]1[N:7]=[C:6]2[N:5]([CH2:13][C:14]3[CH:22]=[CH:21][C:20]([O:23][CH3:24])=[CH:19][CH:18]=3)[N:4]=[CH:3][C:11]2=[CH:10][CH:9]=1. (3) Given the reactants [O:1]1[C:5]([C:6]([OH:8])=O)=[CH:4][C:3]2[CH:9]=[CH:10][CH:11]=[CH:12][C:2]1=2.Cl.N[C:15]1[CH:16]=[CH:17][C:18]([O:23][CH2:24][C:25]([CH3:29])([CH3:28])[CH2:26][OH:27])=[C:19]([CH:22]=1)[C:20]#[N:21].C([N:32](CC)CC)C, predict the reaction product. The product is: [C:20]([C:19]1[CH:22]=[C:15]([C:4]2[C:3]3[CH:9]=[CH:10][CH:11]=[CH:12][C:2]=3[O:1][C:5]=2[C:6]([NH2:32])=[O:8])[CH:16]=[CH:17][C:18]=1[O:23][CH2:24][C:25]([CH3:28])([CH3:29])[CH2:26][OH:27])#[N:21]. (4) Given the reactants [O:1]=[C:2]1[N:6]([C:7]2[CH:8]=[CH:9][C:10]3[C:16](=[O:17])[CH2:15][CH2:14][CH2:13][CH2:12][C:11]=3[CH:18]=2)[CH2:5][C@H:4]([CH2:19][NH:20][C:21](=[O:23])[CH3:22])[O:3]1.[Li+].C[Si]([N-][Si](C)(C)C)(C)C.[CH3:34][N:35]1[C:39]([CH3:40])=[CH:38][C:37]([C:41](Cl)=[O:42])=[N:36]1, predict the reaction product. The product is: [CH3:34][N:35]1[C:39]([CH3:40])=[CH:38][C:37]([C:41]([CH:15]2[CH2:14][CH2:13][CH2:12][C:11]3[CH:18]=[C:7]([N:6]4[CH2:5][C@H:4]([CH2:19][NH:20][C:21](=[O:23])[CH3:22])[O:3][C:2]4=[O:1])[CH:8]=[CH:9][C:10]=3[C:16]2=[O:17])=[O:42])=[N:36]1. (5) Given the reactants Cl.[Cl:2][C:3]1[C:4]([F:33])=[C:5]([NH:9][C:10]2[C:19]3[C:14](=[CH:15][C:16]([O:31][CH3:32])=[C:17]([CH2:20][NH:21][C:22]4([C:28]([OH:30])=[O:29])[CH2:27][CH2:26][O:25][CH2:24][CH2:23]4)[CH:18]=3)[N:13]=[CH:12][N:11]=2)[CH:6]=[CH:7][CH:8]=1.[CH:34](=O)[CH3:35].S([O-])([O-])(=O)=O.[Mg+2].C([BH3-])#N.[Na+], predict the reaction product. The product is: [Cl:2][C:3]1[C:4]([F:33])=[C:5]([NH:9][C:10]2[C:19]3[C:14](=[CH:15][C:16]([O:31][CH3:32])=[C:17]([CH2:20][N:21]([CH2:34][CH3:35])[C:22]4([C:28]([OH:30])=[O:29])[CH2:27][CH2:26][O:25][CH2:24][CH2:23]4)[CH:18]=3)[N:13]=[CH:12][N:11]=2)[CH:6]=[CH:7][CH:8]=1. (6) Given the reactants [CH2:1]([NH:8][C:9]1[C:10]([NH2:16])=[CH:11][CH:12]=[C:13]([Br:15])[CH:14]=1)[C:2]1[CH:7]=[CH:6][CH:5]=[CH:4][CH:3]=1.[CH3:17]C1C=CC(S(O)(=O)=O)=CC=1.O, predict the reaction product. The product is: [CH2:1]([N:8]1[C:9]2[CH:14]=[C:13]([Br:15])[CH:12]=[CH:11][C:10]=2[N:16]=[CH:17]1)[C:2]1[CH:3]=[CH:4][CH:5]=[CH:6][CH:7]=1.